From a dataset of Reaction yield outcomes from USPTO patents with 853,638 reactions. Predict the reaction yield, written as a fraction of the theoretical maximum amount of product (1.0 means a 100% yield; for example, 0.34 means a 34% yield). (1) The reactants are [NH2:1][CH2:2][C:3]1[CH:4]=[C:5]([CH:34]=[CH:35][CH:36]=1)[CH2:6][N:7]([CH2:20][C:21]1[CH:26]=[CH:25][C:24]([C:27]2[CH:32]=[CH:31][C:30]([F:33])=[CH:29][CH:28]=2)=[CH:23][CH:22]=1)[S:8]([C:11]1[CH:16]=[C:15]([Cl:17])[CH:14]=[C:13]([Cl:18])[C:12]=1[OH:19])(=[O:10])=[O:9].[CH:37](=O)[CH:38]([CH3:40])[CH3:39].[BH4-].[Na+]. The catalyst is CO. The product is [Cl:18][C:13]1[C:12]([OH:19])=[C:11]([S:8]([N:7]([CH2:20][C:21]2[CH:26]=[CH:25][C:24]([C:27]3[CH:32]=[CH:31][C:30]([F:33])=[CH:29][CH:28]=3)=[CH:23][CH:22]=2)[CH2:6][C:5]2[CH:34]=[CH:35][CH:36]=[C:3]([CH2:2][NH:1][CH2:37][CH:38]([CH3:40])[CH3:39])[CH:4]=2)(=[O:10])=[O:9])[CH:16]=[C:15]([Cl:17])[CH:14]=1. The yield is 0.900. (2) The reactants are [Na].Cl.C([O:5][C:6]([CH:8]1[CH2:13][CH2:12][N:11]([CH2:14][C:15]2[CH:20]=[CH:19][CH:18]=[CH:17][CH:16]=2)[CH2:10][C:9]1=O)=O)C.C(O)(=O)C.[CH:26]([NH2:28])=[NH:27]. The catalyst is C(O)C. The product is [CH2:14]([N:11]1[CH2:12][CH2:13][C:8]2[C:6](=[O:5])[NH:28][CH:26]=[N:27][C:9]=2[CH2:10]1)[C:15]1[CH:20]=[CH:19][CH:18]=[CH:17][CH:16]=1. The yield is 0.700. (3) The catalyst is CCO. The product is [Cl:26][C:27]1[CH:43]=[CH:42][C:30]2[N:31]([CH3:41])[C:32](=[O:40])[N:33]([CH:34]3[CH2:39][CH2:38][N:37]([CH2:3][CH:2]([OH:1])[CH2:4][N:5]4[CH:9]=[C:8]([C:10]5[CH:11]=[CH:12][N:13]=[CH:14][CH:15]=5)[C:7]([C:16]5[CH:17]=[CH:18][C:19]([C:22]([F:25])([F:24])[F:23])=[CH:20][CH:21]=5)=[N:6]4)[CH2:36][CH2:35]3)[C:29]=2[CH:28]=1. The yield is 0.220. The reactants are [O:1]1[CH2:3][CH:2]1[CH2:4][N:5]1[CH:9]=[C:8]([C:10]2[CH:15]=[CH:14][N:13]=[CH:12][CH:11]=2)[C:7]([C:16]2[CH:21]=[CH:20][C:19]([C:22]([F:25])([F:24])[F:23])=[CH:18][CH:17]=2)=[N:6]1.[Cl:26][C:27]1[CH:43]=[CH:42][C:30]2[N:31]([CH3:41])[C:32](=[O:40])[N:33]([CH:34]3[CH2:39][CH2:38][NH:37][CH2:36][CH2:35]3)[C:29]=2[CH:28]=1.C(N(CC)CC)C. (4) The reactants are [O:1]=[C:2]1[N:6]([C:7]2[CH:8]=[CH:9][C:10]3[CH2:16][CH2:15][CH2:14][CH2:13][CH2:12][C:11]=3[CH:17]=2)[CH2:5][C@H:4]([CH2:18][NH:19][C:20](=[O:22])[CH3:21])[O:3]1.C(O)(=[O:25])C. The catalyst is C(OC(=O)C)(=O)C.O.[O-2].[O-2].[O-2].[Cr+6]. The product is [O:1]=[C:2]1[N:6]([C:7]2[CH:8]=[CH:9][C:10]3[C:16](=[O:25])[CH2:15][CH2:14][CH2:13][CH2:12][C:11]=3[CH:17]=2)[CH2:5][C@H:4]([CH2:18][NH:19][C:20](=[O:22])[CH3:21])[O:3]1. The yield is 0.140.